The task is: Predict which catalyst facilitates the given reaction.. This data is from Catalyst prediction with 721,799 reactions and 888 catalyst types from USPTO. (1) Reactant: [CH3:1][O:2][C:3]1[CH:4]=[C:5]2[C:10](=[CH:11][C:12]=1[O:13][CH3:14])[N:9]=[CH:8][N:7]=[C:6]2[O:15][C:16]1[CH:22]=[CH:21][C:19]([NH2:20])=[CH:18][CH:17]=1.C1(C)C=CC=CC=1.C(N(CC)CC)C.Cl[C:38](Cl)([O:40][C:41](=[O:47])OC(Cl)(Cl)Cl)Cl.[C:49]([C:53]1[CH:58]=[CH:57][C:56]([S:59][CH2:60][CH2:61]CO)=[CH:55][CH:54]=1)([CH3:52])([CH3:51])[CH3:50]. Product: [CH3:1][O:2][C:3]1[CH:4]=[C:5]2[C:10](=[CH:11][C:12]=1[O:13][CH3:14])[N:9]=[CH:8][N:7]=[C:6]2[O:15][C:16]1[CH:22]=[CH:21][C:19]([NH:20][C:41](=[O:47])[O:40][CH2:38][CH2:61][CH2:60][S:59][C:56]2[CH:57]=[CH:58][C:53]([C:49]([CH3:50])([CH3:52])[CH3:51])=[CH:54][CH:55]=2)=[CH:18][CH:17]=1. The catalyst class is: 2. (2) Reactant: [NH2:1][C:2]1[N:6]2[CH2:7][CH2:8][CH2:9][N:10]=[C:5]2[C:4]([C:18]2[CH:19]=[C:20]([OH:24])[CH:21]=[CH:22][CH:23]=2)([C:11]2[CH:16]=[CH:15][CH:14]=[C:13]([Br:17])[CH:12]=2)[N:3]=1.[F:25][C:26]([F:45])([F:44])[S:27](N(C1C=CC=CC=1)[S:27]([C:26]([F:45])([F:44])[F:25])(=[O:29])=[O:28])(=[O:29])=[O:28].C(N(CC)CC)C.C(=O)([O-])[O-].[K+].[K+]. Product: [F:25][C:26]([F:45])([F:44])[S:27]([O:24][C:20]1[CH:21]=[CH:22][CH:23]=[C:18]([C:4]2([C:11]3[CH:16]=[CH:15][CH:14]=[C:13]([Br:17])[CH:12]=3)[C:5]3=[N:10][CH2:9][CH2:8][CH2:7][N:6]3[C:2]([NH2:1])=[N:3]2)[CH:19]=1)(=[O:29])=[O:28]. The catalyst class is: 96.